Dataset: Peptide-MHC class II binding affinity with 134,281 pairs from IEDB. Task: Regression. Given a peptide amino acid sequence and an MHC pseudo amino acid sequence, predict their binding affinity value. This is MHC class II binding data. The peptide sequence is MAMVLSIVSLFPLCL. The MHC is DRB1_0701 with pseudo-sequence DRB1_0701. The binding affinity (normalized) is 0.528.